Dataset: Full USPTO retrosynthesis dataset with 1.9M reactions from patents (1976-2016). Task: Predict the reactants needed to synthesize the given product. (1) Given the product [CH:14]1([NH:19][C:2]2[C:3](=[O:13])[C:4]3[C:9]([C:10](=[O:12])[CH:11]=2)=[CH:8][CH:7]=[CH:6][CH:5]=3)[CH2:18][CH2:17][CH2:16][CH2:15]1, predict the reactants needed to synthesize it. The reactants are: Br[C:2]1[C:3](=[O:13])[C:4]2[C:9]([C:10](=[O:12])[CH:11]=1)=[CH:8][CH:7]=[CH:6][CH:5]=2.[CH:14]1([NH2:19])[CH2:18][CH2:17][CH2:16][CH2:15]1. (2) Given the product [CH3:1][C:2]1[CH:25]=[CH:24][C:5]([CH2:6][N:7]2[C:18](=[O:19])[CH2:17][N:9]([C:10]3[CH:15]=[CH:14][C:13]([CH3:16])=[CH:12][CH:11]=3)[C:8]2=[O:23])=[CH:4][CH:3]=1, predict the reactants needed to synthesize it. The reactants are: [CH3:1][C:2]1[CH:25]=[CH:24][C:5]([CH2:6][NH:7][C:8](=[O:23])[N:9]([CH2:17][C:18](OCC)=[O:19])[C:10]2[CH:15]=[CH:14][C:13]([CH3:16])=[CH:12][CH:11]=2)=[CH:4][CH:3]=1.[H-].[Na+]. (3) Given the product [Si:1]([O:18][CH2:19][C:20]1[C:25]([N:26]2[CH2:31][C@@H:30]([CH3:32])[O:29][C@H:28]([CH3:33])[CH2:27]2)=[C:24]([F:34])[C:23]([F:35])=[C:22]([C:36](=[O:42])[C:37]([O:39][CH2:40][CH3:41])=[O:38])[CH:21]=1)([C:14]([CH3:16])([CH3:17])[CH3:15])([C:2]1[CH:7]=[CH:6][CH:5]=[CH:4][CH:3]=1)[C:8]1[CH:13]=[CH:12][CH:11]=[CH:10][CH:9]=1, predict the reactants needed to synthesize it. The reactants are: [Si:1]([O:18][CH2:19][C:20]1[C:25]([N:26]2[CH2:31][C@@H:30]([CH3:32])[O:29][C@H:28]([CH3:33])[CH2:27]2)=[C:24]([F:34])[C:23]([F:35])=[CH:22][CH:21]=1)([C:14]([CH3:17])([CH3:16])[CH3:15])([C:8]1[CH:13]=[CH:12][CH:11]=[CH:10][CH:9]=1)[C:2]1[CH:7]=[CH:6][CH:5]=[CH:4][CH:3]=1.[C:36](OCC)(=[O:42])[C:37]([O:39][CH2:40][CH3:41])=[O:38]. (4) Given the product [CH3:18][C:17]1([C:1]([OH:6])=[O:5])[O:20][CH2:10][CH2:9][O:19]1, predict the reactants needed to synthesize it. The reactants are: [C:1]([O:6]CC)(=[O:5])C(C)=O.[CH2:9](O)[CH2:10]O.B(F)(F)F.[C:17]([OH:20])(=[O:19])[CH3:18]. (5) Given the product [CH2:12]([O:19][C@H:20]1[CH2:24][CH2:23][CH2:22][C@@H:21]1[NH:25][C:4]1[CH:3]=[C:2]([Br:1])[CH:9]=[C:8]([F:10])[C:5]=1[C:6]#[N:7])[C:13]1[CH:18]=[CH:17][CH:16]=[CH:15][CH:14]=1, predict the reactants needed to synthesize it. The reactants are: [Br:1][C:2]1[CH:9]=[C:8]([F:10])[C:5]([C:6]#[N:7])=[C:4](F)[CH:3]=1.[CH2:12]([O:19][C@H:20]1[CH2:24][CH2:23][CH2:22][C@@H:21]1[NH2:25])[C:13]1[CH:18]=[CH:17][CH:16]=[CH:15][CH:14]=1.CCN(C(C)C)C(C)C.[NH4+].[Cl-]. (6) Given the product [F:1][C:2]1[CH:3]=[C:4]([CH:15]=[C:16]([F:18])[CH:17]=1)[CH2:5][C:6]1[CH:13]=[C:10]2[C:9](=[CH:8][CH:7]=1)[NH:21][N:20]=[C:11]2[NH2:12], predict the reactants needed to synthesize it. The reactants are: [F:1][C:2]1[CH:3]=[C:4]([CH:15]=[C:16]([F:18])[CH:17]=1)[CH2:5][C:6]1[CH:7]=[CH:8][C:9](F)=[C:10]([CH:13]=1)[C:11]#[N:12].O.[NH2:20][NH2:21]. (7) Given the product [Br:9][C:4]1[CH:5]=[C:6]([C:2]2[CH:7]=[CH:6][CH:5]=[CH:4][CH:3]=2)[CH:7]=[C:2]([C:11]2[CH:16]=[CH:15][CH:14]=[CH:13][CH:12]=2)[CH:3]=1, predict the reactants needed to synthesize it. The reactants are: Br[C:2]1[CH:7]=[C:6](Br)[CH:5]=[C:4]([Br:9])[C:3]=1N.[C:11]1([Mg]Br)[CH:16]=[CH:15][CH:14]=[CH:13][CH:12]=1.[Cl-].[Na+]. (8) The reactants are: [CH3:1][C:2]1[C:3]2[CH:26]=[CH:25][CH:24]=[CH:23][C:4]=2[S:5][C:6]=1[C:7]([N:9]1[CH2:14][CH2:13][N:12]2[N:15]=[C:16]([C:18]([O:20]CC)=[O:19])[CH:17]=[C:11]2[CH2:10]1)=[O:8].[OH-].[Na+].Cl. Given the product [CH3:1][C:2]1[C:3]2[CH:26]=[CH:25][CH:24]=[CH:23][C:4]=2[S:5][C:6]=1[C:7]([N:9]1[CH2:14][CH2:13][N:12]2[N:15]=[C:16]([C:18]([OH:20])=[O:19])[CH:17]=[C:11]2[CH2:10]1)=[O:8], predict the reactants needed to synthesize it. (9) Given the product [S:1]1[C:5]2[CH:6]=[CH:7][CH:8]=[CH:9][C:4]=2[N:3]=[C:2]1[O:10][C:11]1[CH:16]=[CH:15][C:14]([CH2:17][CH2:18][N:19]2[CH2:20][CH2:21][CH:22]([NH:25][C:26]([NH:34][C:35]#[N:36])=[N:38][CH3:37])[CH2:23][CH2:24]2)=[CH:13][CH:12]=1, predict the reactants needed to synthesize it. The reactants are: [S:1]1[C:5]2[CH:6]=[CH:7][CH:8]=[CH:9][C:4]=2[N:3]=[C:2]1[O:10][C:11]1[CH:16]=[CH:15][C:14]([CH2:17][CH2:18][N:19]2[CH2:24][CH2:23][CH:22]([NH:25][C:26](=[N:34][C:35]#[N:36])OC3C=CC=CC=3)[CH2:21][CH2:20]2)=[CH:13][CH:12]=1.[CH3:37][NH2:38]. (10) Given the product [CH:1]1([O:6][C:7]2[C:12]3[C:13]([O:16][CH2:17][CH:18]4[CH2:19][CH2:20][N:21]([CH2:24][C:26]5([C:32]([O:34][CH3:35])=[O:33])[CH2:31][CH2:30][O:29][CH2:28][CH2:27]5)[CH2:22][CH2:23]4)=[N:14][O:15][C:11]=3[CH:10]=[CH:9][CH:8]=2)[CH2:5][CH2:4][CH2:3][CH2:2]1, predict the reactants needed to synthesize it. The reactants are: [CH:1]1([O:6][C:7]2[C:12]3[C:13]([O:16][CH2:17][CH:18]4[CH2:23][CH2:22][NH:21][CH2:20][CH2:19]4)=[N:14][O:15][C:11]=3[CH:10]=[CH:9][CH:8]=2)[CH2:5][CH2:4][CH2:3][CH2:2]1.[CH:24]([C:26]1([C:32]([O:34][CH3:35])=[O:33])[CH2:31][CH2:30][O:29][CH2:28][CH2:27]1)=O.C(C1(C(OC)=O)CCC1)=O.